From a dataset of Catalyst prediction with 721,799 reactions and 888 catalyst types from USPTO. Predict which catalyst facilitates the given reaction. (1) Reactant: [C:1]([CH:9]=[CH:10][C:11]([O:13]CC)=[O:12])(=O)[C:2]1[CH:7]=[CH:6][CH:5]=[CH:4][CH:3]=1.[NH2:16][C@H:17]1[CH2:23][CH2:22][C:21]2[CH:24]=[CH:25][CH:26]=[CH:27][C:20]=2[N:19]([CH2:28][C:29]([O:31][C:32]([CH3:35])([CH3:34])[CH3:33])=[O:30])[C:18]1=[O:36].C(O)(=O)C.C1CCCCC=1. Product: [C:11]([CH:10]([NH:16][CH:17]1[CH2:23][CH2:22][C:21]2[CH:24]=[CH:25][CH:26]=[CH:27][C:20]=2[N:19]([CH2:28][C:29]([O:31][C:32]([CH3:34])([CH3:33])[CH3:35])=[O:30])[C:18]1=[O:36])[CH2:9][CH2:1][C:2]1[CH:3]=[CH:4][CH:5]=[CH:6][CH:7]=1)([OH:13])=[O:12]. The catalyst class is: 787. (2) Reactant: [CH3:1][C:2]1[C:6](=[O:7])[O:5][CH2:4][C:3]=1[N:8]1[CH2:12][C:11](=[O:13])[C:10]2([CH2:18][CH2:17][N:16]([C:19]([O:21][C:22]([CH3:25])([CH3:24])[CH3:23])=[O:20])[CH2:15][CH2:14]2)[C:9]1=[O:26].C[Si]([N-][Si](C)(C)C)(C)C.[Na+].C1C=CC(N([S:44]([C:47]([F:50])([F:49])[F:48])(=[O:46])=[O:45])[S:44]([C:47]([F:50])([F:49])[F:48])(=[O:46])=[O:45])=CC=1. Product: [CH3:1][C:2]1[C:6](=[O:7])[O:5][CH2:4][C:3]=1[N:8]1[CH:12]=[C:11]([O:13][S:44]([C:47]([F:50])([F:49])[F:48])(=[O:46])=[O:45])[C:10]2([CH2:14][CH2:15][N:16]([C:19]([O:21][C:22]([CH3:25])([CH3:24])[CH3:23])=[O:20])[CH2:17][CH2:18]2)[C:9]1=[O:26]. The catalyst class is: 1. (3) Reactant: C1COCC1.C([O:13][C:14]1[CH:15]=[C:16]2[N:26]([C:27]([C:29]3[NH:30][C:31]4[C:36]([CH:37]=3)=[CH:35][C:34]([O:38][CH3:39])=[CH:33][CH:32]=4)=[O:28])[CH2:25][CH:24]([CH2:40][Cl:41])[C:17]2=[C:18]2[C:23]=1[N:22]=[CH:21][CH:20]=[CH:19]2)C1C=CC=CC=1. Product: [Cl:41][CH2:40][CH:24]1[C:17]2=[C:18]3[C:23](=[C:14]([OH:13])[CH:15]=[C:16]2[N:26]([C:27]([C:29]2[NH:30][C:31]4[C:36]([CH:37]=2)=[CH:35][C:34]([O:38][CH3:39])=[CH:33][CH:32]=4)=[O:28])[CH2:25]1)[N:22]=[CH:21][CH:20]=[CH:19]3. The catalyst class is: 522. (4) Reactant: [N:1]([CH2:4][CH:5]1[O:9][C:8]2[C:10]3[CH:11]4[CH2:21][CH2:20][CH:14]([C:15]=3[C:16]([O:18][CH3:19])=[CH:17][C:7]=2[CH2:6]1)[CH2:13][CH2:12]4)=[N+]=[N-]. The catalyst class is: 45. Product: [CH3:19][O:18][C:16]1[C:15]2[CH:14]3[CH2:20][CH2:21][CH:11]([CH2:12][CH2:13]3)[C:10]=2[C:8]2[O:9][CH:5]([CH2:4][NH2:1])[CH2:6][C:7]=2[CH:17]=1. (5) Reactant: [F:1][C:2]1([F:29])[C:10]2[C:5](=[CH:6][C:7]([CH2:11][C:12]([O:14]C(C)(C)C)=[O:13])=[CH:8][CH:9]=2)[N:4]([CH2:19][C:20]2[CH:25]=[CH:24][C:23]([O:26][CH3:27])=[CH:22][CH:21]=2)[C:3]1=[O:28].FC(F)(F)C(O)=O. Product: [F:29][C:2]1([F:1])[C:10]2[C:5](=[CH:6][C:7]([CH2:11][C:12]([OH:14])=[O:13])=[CH:8][CH:9]=2)[N:4]([CH2:19][C:20]2[CH:25]=[CH:24][C:23]([O:26][CH3:27])=[CH:22][CH:21]=2)[C:3]1=[O:28]. The catalyst class is: 4. (6) Reactant: [CH2:1](O)[C:2]#[CH:3].C(Cl)Cl.CCN(CC)CC.[C:15](Cl)(=[O:22])[C:16]1[CH:21]=[CH:20][CH:19]=[CH:18][CH:17]=1.[OH2:24]. Product: [C:15]([O:22][CH2:3][C:2]#[CH:1])(=[O:24])[C:16]1[CH:21]=[CH:20][CH:19]=[CH:18][CH:17]=1. The catalyst class is: 142.